From a dataset of HIV replication inhibition screening data with 41,000+ compounds from the AIDS Antiviral Screen. Binary Classification. Given a drug SMILES string, predict its activity (active/inactive) in a high-throughput screening assay against a specified biological target. The compound is O=S(=O)(O)c1ccc2c(N=Nc3ccc(CCc4ccc(N=Nc5c(O)ccc6cc(S(=O)(=O)O)ccc56)cc4S(=O)(=O)O)c(S(=O)(=O)O)c3)c(O)ccc2c1.[NaH]. The result is 1 (active).